Dataset: Peptide-MHC class I binding affinity with 185,985 pairs from IEDB/IMGT. Task: Regression. Given a peptide amino acid sequence and an MHC pseudo amino acid sequence, predict their binding affinity value. This is MHC class I binding data. (1) The peptide sequence is YAYEPGSVM. The MHC is HLA-A01:01 with pseudo-sequence HLA-A01:01. The binding affinity (normalized) is 0.0847. (2) The peptide sequence is AVVYRGTTTY. The MHC is HLA-A31:01 with pseudo-sequence HLA-A31:01. The binding affinity (normalized) is 0.212. (3) The peptide sequence is NIMEFCKAY. The MHC is HLA-A01:01 with pseudo-sequence HLA-A01:01. The binding affinity (normalized) is 0.0847.